Dataset: Full USPTO retrosynthesis dataset with 1.9M reactions from patents (1976-2016). Task: Predict the reactants needed to synthesize the given product. (1) Given the product [O:11]=[C:7]1[NH:6][C:5]2[N:12]=[CH:13][C:2](/[CH:16]=[CH:15]/[C:14]([O:18][C:19]([CH3:22])([CH3:21])[CH3:20])=[O:17])=[CH:3][C:4]=2[NH:10][CH2:9][CH2:8]1, predict the reactants needed to synthesize it. The reactants are: Br[C:2]1[CH:13]=[N:12][C:5]2[NH:6][C:7](=[O:11])[CH2:8][CH2:9][NH:10][C:4]=2[CH:3]=1.[C:14]([O:18][C:19]([CH3:22])([CH3:21])[CH3:20])(=[O:17])[CH:15]=[CH2:16].C(N(C(C)C)C(C)C)C.C(C#N)C.P(C(C)(C)C)(C(C)(C)C)C(C)(C)C. (2) Given the product [CH2:79]([C@H:78]([NH:86][C:54](=[O:56])[C:53]1[CH:57]=[C:58]([N:60]2[CH2:64][CH2:63][CH2:62][C:61]2=[O:65])[CH:59]=[C:51]([O:50][CH2:49][CH2:48][CH2:47][CH2:46][O:45][CH3:44])[CH:52]=1)[C@@H:77]([OH:87])[CH2:76][C@H:75]([C:74](=[O:89])[NH:73][CH:67]1[CH2:68][CH:69]2[CH2:72][CH:66]1[CH2:71][CH2:70]2)[CH3:88])[C:80]1[CH:81]=[CH:82][CH:83]=[CH:84][CH:85]=1, predict the reactants needed to synthesize it. The reactants are: C([C@H](NC(=O)C1C=C(C2C=CC=CC=2)C=C(N2CCCC2=O)C=1)[C@@H](O)C[C@H](C(=O)NCCC(C)(C)C)C)C1C=CC=CC=1.[CH3:44][O:45][CH2:46][CH2:47][CH2:48][CH2:49][O:50][C:51]1[CH:52]=[C:53]([CH:57]=[C:58]([N:60]2[CH2:64][CH2:63][CH2:62][C:61]2=[O:65])[CH:59]=1)[C:54]([OH:56])=O.[CH:66]12[CH2:72][CH:69]([CH2:70][CH2:71]1)[CH2:68][CH:67]2[NH:73][C:74](=[O:89])[C@H:75]([CH3:88])[CH2:76][C@H:77]([OH:87])[C@@H:78]([NH2:86])[CH2:79][C:80]1[CH:85]=[CH:84][CH:83]=[CH:82][CH:81]=1. (3) Given the product [F:1][C:2]1[C:9]([F:10])=[CH:8][CH:7]=[C:6]([O:11][CH2:21][CH2:20][O:19][CH3:18])[C:3]=1[CH:4]=[O:5], predict the reactants needed to synthesize it. The reactants are: [F:1][C:2]1[C:9]([F:10])=[CH:8][CH:7]=[C:6]([OH:11])[C:3]=1[CH:4]=[O:5].C(=O)([O-])[O-].[K+].[K+].[CH3:18][O:19][CH2:20][CH2:21]Br.O. (4) Given the product [CH2:1]([NH:3][CH2:4][CH3:5])[CH3:2].[CH3:8][CH:7]([C:9]1[N:13]([CH2:14][CH2:15][C@@H:16]([OH:24])[CH2:17][C@@H:18]([OH:23])[CH2:19][C:20]([OH:22])=[O:21])[C:12]([C:25]2[CH:30]=[CH:29][C:28]([F:31])=[CH:27][CH:26]=2)=[C:11]([C:32]2[CH:37]=[CH:36][CH:35]=[CH:34][CH:33]=2)[C:10]=1[C:38]([NH:40][C:41]1[CH:46]=[CH:45][CH:44]=[CH:43][CH:42]=1)=[O:39])[CH3:6].[CH2:1]([NH:3][CH2:4][CH3:5])[CH3:2], predict the reactants needed to synthesize it. The reactants are: [CH2:1]([NH:3][CH2:4][CH3:5])[CH3:2].[CH3:6][CH:7]([C:9]1[N:13]([CH2:14][CH2:15][C@@H:16]([OH:24])[CH2:17][C@@H:18]([OH:23])[CH2:19][C:20]([OH:22])=[O:21])[C:12]([C:25]2[CH:26]=[CH:27][C:28]([F:31])=[CH:29][CH:30]=2)=[C:11]([C:32]2[CH:33]=[CH:34][CH:35]=[CH:36][CH:37]=2)[C:10]=1[C:38]([NH:40][C:41]1[CH:42]=[CH:43][CH:44]=[CH:45][CH:46]=1)=[O:39])[CH3:8]. (5) Given the product [ClH:41].[NH2:8][CH2:9][CH2:10][N:11]1[CH2:16][CH2:15][C:14]2[N:17]=[C:18]([C:20]([NH:22][C@@H:23]3[CH2:28][CH2:27][CH2:26][CH2:25][C@@H:24]3[NH:29][C:30]([C:32]3[NH:33][C:34]4[C:39]([CH:40]=3)=[CH:38][C:37]([Cl:41])=[CH:36][CH:35]=4)=[O:31])=[O:21])[S:19][C:13]=2[CH2:12]1, predict the reactants needed to synthesize it. The reactants are: C(OC([NH:8][CH2:9][CH2:10][N:11]1[CH2:16][CH2:15][C:14]2[N:17]=[C:18]([C:20]([NH:22][C@@H:23]3[CH2:28][CH2:27][CH2:26][CH2:25][C@@H:24]3[NH:29][C:30]([C:32]3[NH:33][C:34]4[C:39]([CH:40]=3)=[CH:38][C:37]([Cl:41])=[CH:36][CH:35]=4)=[O:31])=[O:21])[S:19][C:13]=2[CH2:12]1)=O)(C)(C)C.C(O)C.Cl.